This data is from Peptide-MHC class I binding affinity with 185,985 pairs from IEDB/IMGT. The task is: Regression. Given a peptide amino acid sequence and an MHC pseudo amino acid sequence, predict their binding affinity value. This is MHC class I binding data. (1) The peptide sequence is IGFLVLWIGT. The MHC is HLA-A32:01 with pseudo-sequence HLA-A32:01. The binding affinity (normalized) is 0. (2) The peptide sequence is SPRWYFYYL. The MHC is HLA-B51:01 with pseudo-sequence HLA-B51:01. The binding affinity (normalized) is 0.295. (3) The peptide sequence is LPADPASVL. The MHC is HLA-A31:01 with pseudo-sequence HLA-A31:01. The binding affinity (normalized) is 0.0847. (4) The binding affinity (normalized) is 0.542. The MHC is HLA-A33:01 with pseudo-sequence HLA-A33:01. The peptide sequence is ITENKIWGR. (5) The peptide sequence is GQGGSPTAM. The MHC is HLA-A29:02 with pseudo-sequence HLA-A29:02. The binding affinity (normalized) is 0.